From a dataset of NCI-60 drug combinations with 297,098 pairs across 59 cell lines. Regression. Given two drug SMILES strings and cell line genomic features, predict the synergy score measuring deviation from expected non-interaction effect. (1) Drug 1: C1CCC(CC1)NC(=O)N(CCCl)N=O. Drug 2: C1C(C(OC1N2C=NC(=NC2=O)N)CO)O. Cell line: RPMI-8226. Synergy scores: CSS=49.2, Synergy_ZIP=1.75, Synergy_Bliss=2.96, Synergy_Loewe=-1.16, Synergy_HSA=5.33. (2) Drug 1: CCC(=C(C1=CC=CC=C1)C2=CC=C(C=C2)OCCN(C)C)C3=CC=CC=C3.C(C(=O)O)C(CC(=O)O)(C(=O)O)O. Drug 2: CC(C)CN1C=NC2=C1C3=CC=CC=C3N=C2N. Cell line: NCI-H322M. Synergy scores: CSS=11.2, Synergy_ZIP=-2.48, Synergy_Bliss=-1.22, Synergy_Loewe=-1.68, Synergy_HSA=-2.42. (3) Drug 1: C1=CC(=C2C(=C1NCCNCCO)C(=O)C3=C(C=CC(=C3C2=O)O)O)NCCNCCO. Drug 2: C1CN1P(=S)(N2CC2)N3CC3. Cell line: MALME-3M. Synergy scores: CSS=20.5, Synergy_ZIP=-8.76, Synergy_Bliss=-2.12, Synergy_Loewe=-1.73, Synergy_HSA=-0.589. (4) Drug 1: CC1=C(C=C(C=C1)NC2=NC=CC(=N2)N(C)C3=CC4=NN(C(=C4C=C3)C)C)S(=O)(=O)N.Cl. Drug 2: C1CC(=O)NC(=O)C1N2CC3=C(C2=O)C=CC=C3N. Cell line: DU-145. Synergy scores: CSS=-0.280, Synergy_ZIP=-0.993, Synergy_Bliss=-2.36, Synergy_Loewe=-3.98, Synergy_HSA=-3.79. (5) Drug 1: C1=CC(=CC=C1CCC2=CNC3=C2C(=O)NC(=N3)N)C(=O)NC(CCC(=O)O)C(=O)O. Drug 2: C1CCC(CC1)NC(=O)N(CCCl)N=O. Cell line: MDA-MB-231. Synergy scores: CSS=25.2, Synergy_ZIP=-8.10, Synergy_Bliss=-4.71, Synergy_Loewe=-4.90, Synergy_HSA=-1.43. (6) Drug 1: C1=C(C(=O)NC(=O)N1)F. Drug 2: CC1C(C(=O)NC(C(=O)N2CCCC2C(=O)N(CC(=O)N(C(C(=O)O1)C(C)C)C)C)C(C)C)NC(=O)C3=C4C(=C(C=C3)C)OC5=C(C(=O)C(=C(C5=N4)C(=O)NC6C(OC(=O)C(N(C(=O)CN(C(=O)C7CCCN7C(=O)C(NC6=O)C(C)C)C)C)C(C)C)C)N)C. Cell line: T-47D. Synergy scores: CSS=24.0, Synergy_ZIP=-5.09, Synergy_Bliss=-4.69, Synergy_Loewe=-4.61, Synergy_HSA=-4.60. (7) Drug 1: C1C(C(OC1N2C=C(C(=O)NC2=O)F)CO)O. Drug 2: CC12CCC3C(C1CCC2O)C(CC4=C3C=CC(=C4)O)CCCCCCCCCS(=O)CCCC(C(F)(F)F)(F)F. Cell line: A498. Synergy scores: CSS=16.9, Synergy_ZIP=0.609, Synergy_Bliss=-0.138, Synergy_Loewe=-13.1, Synergy_HSA=-0.148. (8) Drug 1: CCC1=CC2CC(C3=C(CN(C2)C1)C4=CC=CC=C4N3)(C5=C(C=C6C(=C5)C78CCN9C7C(C=CC9)(C(C(C8N6C)(C(=O)OC)O)OC(=O)C)CC)OC)C(=O)OC.C(C(C(=O)O)O)(C(=O)O)O. Drug 2: CC1C(C(CC(O1)OC2CC(CC3=C2C(=C4C(=C3O)C(=O)C5=CC=CC=C5C4=O)O)(C(=O)C)O)N)O. Cell line: SR. Synergy scores: CSS=33.5, Synergy_ZIP=-12.5, Synergy_Bliss=-17.8, Synergy_Loewe=-19.7, Synergy_HSA=-17.1.